The task is: Regression. Given two drug SMILES strings and cell line genomic features, predict the synergy score measuring deviation from expected non-interaction effect.. This data is from NCI-60 drug combinations with 297,098 pairs across 59 cell lines. (1) Drug 1: CC12CCC3C(C1CCC2O)C(CC4=C3C=CC(=C4)O)CCCCCCCCCS(=O)CCCC(C(F)(F)F)(F)F. Drug 2: C1=NC2=C(N1)C(=S)N=CN2. Cell line: UACC62. Synergy scores: CSS=28.3, Synergy_ZIP=1.17, Synergy_Bliss=0.955, Synergy_Loewe=-29.2, Synergy_HSA=-1.20. (2) Drug 1: C1=C(C(=O)NC(=O)N1)F. Drug 2: CN1C2=C(C=C(C=C2)N(CCCl)CCCl)N=C1CCCC(=O)O.Cl. Cell line: SF-268. Synergy scores: CSS=31.9, Synergy_ZIP=-1.57, Synergy_Bliss=3.59, Synergy_Loewe=0.245, Synergy_HSA=2.60. (3) Drug 1: C1C(C(OC1N2C=C(C(=O)NC2=O)F)CO)O. Drug 2: C1=NNC2=C1C(=O)NC=N2. Cell line: NCI-H460. Synergy scores: CSS=32.5, Synergy_ZIP=-1.75, Synergy_Bliss=-1.90, Synergy_Loewe=-29.2, Synergy_HSA=-2.76. (4) Drug 1: CCCCC(=O)OCC(=O)C1(CC(C2=C(C1)C(=C3C(=C2O)C(=O)C4=C(C3=O)C=CC=C4OC)O)OC5CC(C(C(O5)C)O)NC(=O)C(F)(F)F)O. Drug 2: CC=C1C(=O)NC(C(=O)OC2CC(=O)NC(C(=O)NC(CSSCCC=C2)C(=O)N1)C(C)C)C(C)C. Cell line: KM12. Synergy scores: CSS=47.4, Synergy_ZIP=6.40, Synergy_Bliss=3.54, Synergy_Loewe=-16.8, Synergy_HSA=4.36. (5) Drug 1: CC1=C(C=C(C=C1)C(=O)NC2=CC(=CC(=C2)C(F)(F)F)N3C=C(N=C3)C)NC4=NC=CC(=N4)C5=CN=CC=C5. Drug 2: C1CNP(=O)(OC1)N(CCCl)CCCl. Cell line: HT29. Synergy scores: CSS=2.62, Synergy_ZIP=2.78, Synergy_Bliss=5.83, Synergy_Loewe=3.73, Synergy_HSA=-0.356. (6) Drug 1: CC1C(C(CC(O1)OC2CC(CC3=C2C(=C4C(=C3O)C(=O)C5=C(C4=O)C(=CC=C5)OC)O)(C(=O)CO)O)N)O.Cl. Drug 2: C1C(C(OC1N2C=NC3=C2NC=NCC3O)CO)O. Cell line: SF-539. Synergy scores: CSS=3.04, Synergy_ZIP=0.812, Synergy_Bliss=2.20, Synergy_Loewe=-2.75, Synergy_HSA=-1.22. (7) Drug 1: CC1=CC2C(CCC3(C2CCC3(C(=O)C)OC(=O)C)C)C4(C1=CC(=O)CC4)C. Drug 2: C(CN)CNCCSP(=O)(O)O. Cell line: OVCAR-8. Synergy scores: CSS=5.11, Synergy_ZIP=-0.00327, Synergy_Bliss=0.768, Synergy_Loewe=-0.666, Synergy_HSA=-0.746. (8) Drug 1: CC12CCC3C(C1CCC2O)C(CC4=C3C=CC(=C4)O)CCCCCCCCCS(=O)CCCC(C(F)(F)F)(F)F. Drug 2: COC1=C2C(=CC3=C1OC=C3)C=CC(=O)O2. Cell line: BT-549. Synergy scores: CSS=1.79, Synergy_ZIP=1.84, Synergy_Bliss=3.05, Synergy_Loewe=-2.41, Synergy_HSA=-2.15. (9) Drug 1: C1CCC(C1)C(CC#N)N2C=C(C=N2)C3=C4C=CNC4=NC=N3. Drug 2: C(CN)CNCCSP(=O)(O)O. Cell line: NCI-H322M. Synergy scores: CSS=-16.3, Synergy_ZIP=0.156, Synergy_Bliss=-15.4, Synergy_Loewe=-17.4, Synergy_HSA=-16.7.